From a dataset of NCI-60 drug combinations with 297,098 pairs across 59 cell lines. Regression. Given two drug SMILES strings and cell line genomic features, predict the synergy score measuring deviation from expected non-interaction effect. (1) Drug 1: CC1=C(N=C(N=C1N)C(CC(=O)N)NCC(C(=O)N)N)C(=O)NC(C(C2=CN=CN2)OC3C(C(C(C(O3)CO)O)O)OC4C(C(C(C(O4)CO)O)OC(=O)N)O)C(=O)NC(C)C(C(C)C(=O)NC(C(C)O)C(=O)NCCC5=NC(=CS5)C6=NC(=CS6)C(=O)NCCC[S+](C)C)O. Drug 2: B(C(CC(C)C)NC(=O)C(CC1=CC=CC=C1)NC(=O)C2=NC=CN=C2)(O)O. Cell line: SW-620. Synergy scores: CSS=66.5, Synergy_ZIP=6.02, Synergy_Bliss=4.82, Synergy_Loewe=6.77, Synergy_HSA=7.14. (2) Drug 1: CC1=C(N=C(N=C1N)C(CC(=O)N)NCC(C(=O)N)N)C(=O)NC(C(C2=CN=CN2)OC3C(C(C(C(O3)CO)O)O)OC4C(C(C(C(O4)CO)O)OC(=O)N)O)C(=O)NC(C)C(C(C)C(=O)NC(C(C)O)C(=O)NCCC5=NC(=CS5)C6=NC(=CS6)C(=O)NCCC[S+](C)C)O. Drug 2: CC12CCC3C(C1CCC2OP(=O)(O)O)CCC4=C3C=CC(=C4)OC(=O)N(CCCl)CCCl.[Na+]. Cell line: 786-0. Synergy scores: CSS=19.2, Synergy_ZIP=-7.76, Synergy_Bliss=-4.01, Synergy_Loewe=-52.5, Synergy_HSA=-3.53.